Dataset: Full USPTO retrosynthesis dataset with 1.9M reactions from patents (1976-2016). Task: Predict the reactants needed to synthesize the given product. (1) Given the product [Br:14][CH2:15][CH2:16][O:11][C:1]1[C:10]2[C:5](=[CH:6][CH:7]=[CH:8][CH:9]=2)[CH:4]=[CH:3][CH:2]=1, predict the reactants needed to synthesize it. The reactants are: [C:1]1([OH:11])[C:10]2[C:5](=[CH:6][CH:7]=[CH:8][CH:9]=2)[CH:4]=[CH:3][CH:2]=1.[OH-].[Na+].[Br:14][CH:15](Br)[CH3:16]. (2) Given the product [Br:11][CH2:1][C:2]1[CH:6]=[CH:5][S:4][C:3]=1[C:7]([O:9][CH3:10])=[O:8], predict the reactants needed to synthesize it. The reactants are: [CH3:1][C:2]1[CH:6]=[CH:5][S:4][C:3]=1[C:7]([O:9][CH3:10])=[O:8].[Br:11]N1C(=O)CCC1=O. (3) Given the product [CH3:1][O:2][CH2:3][CH2:4][O:5][C:10]1[NH:9][N:8]=[C:7]([NH2:6])[CH:11]=1, predict the reactants needed to synthesize it. The reactants are: [CH3:1][O:2][CH2:3][CH2:4][OH:5].[NH2:6][C:7]1[CH:11]=[C:10](O)[NH:9][N:8]=1.C(C=P(CCCC)(CCCC)CCCC)#N.